From a dataset of Full USPTO retrosynthesis dataset with 1.9M reactions from patents (1976-2016). Predict the reactants needed to synthesize the given product. (1) Given the product [F:15][C:16]1[CH:29]=[CH:28][C:19]([CH:20]([N:21]2[CH:26]=[CH:25][CH:24]=[CH:23][C:22]2=[O:27])[C:7]([OH:8])([C:9]2[CH:10]=[N:11][CH:12]=[CH:13][CH:14]=2)[C:3]2[CH:2]=[N:1][CH:6]=[CH:5][CH:4]=2)=[CH:18][CH:17]=1, predict the reactants needed to synthesize it. The reactants are: [N:1]1[CH:6]=[CH:5][CH:4]=[C:3]([C:7]([C:9]2[CH:10]=[N:11][CH:12]=[CH:13][CH:14]=2)=[O:8])[CH:2]=1.[F:15][C:16]1[CH:29]=[CH:28][C:19]([CH2:20][N:21]2[CH:26]=[CH:25][CH:24]=[CH:23][C:22]2=[O:27])=[CH:18][CH:17]=1.[Li+].C[Si]([N-][Si](C)(C)C)(C)C. (2) Given the product [CH3:35][NH:37][CH:2]1[CH2:7][CH2:6][N:5]([C:8]2[CH:13]=[CH:12][C:11]([N:14]3[CH2:18][C@H:17]([CH2:19][N:20]4[CH:24]=[CH:23][N:22]=[N:21]4)[O:16][C:15]3=[O:25])=[CH:10][C:9]=2[F:26])[CH2:4][CH2:3]1, predict the reactants needed to synthesize it. The reactants are: O=[C:2]1[CH2:7][CH2:6][N:5]([C:8]2[CH:13]=[CH:12][C:11]([N:14]3[CH2:18][C@H:17]([CH2:19][N:20]4[CH:24]=[CH:23][N:22]=[N:21]4)[O:16][C:15]3=[O:25])=[CH:10][C:9]=2[F:26])[CH2:4][CH2:3]1.CN.C(O[BH3-])(=O)C.[Na+].[CH2:35]([N:37](CC)CC)C. (3) Given the product [CH:1]1([N:7]([C@H:19]2[CH2:20][CH2:21][C@H:22]([CH3:25])[CH2:23][CH2:24]2)[C:8](=[O:9])[NH:10][C:11]2[S:12][C:13]([S:16][CH:38]([CH3:39])[C:37]([OH:36])=[O:41])=[CH:14][N:15]=2)[CH2:6][CH2:5][CH2:4][CH2:3][CH2:2]1, predict the reactants needed to synthesize it. The reactants are: [CH:1]1([N:7]([C@H:19]2[CH2:24][CH2:23][C@H:22]([CH3:25])[CH2:21][CH2:20]2)[C:8]([NH:10][C:11]2[S:12][C:13]([S:16]C#N)=[CH:14][N:15]=2)=[O:9])[CH2:6][CH2:5][CH2:4][CH2:3][CH2:2]1.SC[C@@H]([C@@H](CS)O)O.C([O:36][C:37](=[O:41])[CH:38](Br)[CH3:39])C. (4) Given the product [ClH:17].[CH2:18]([C:20]1[C:21]([N:27]2[CH2:28][CH2:29][N:30]([C:12]([C:11]3[CH:10]=[CH:9][C:8]([N:3]4[C@H:2]([CH3:1])[CH2:6][O:5][C:4]4=[O:7])=[CH:16][CH:15]=3)=[O:14])[CH2:31][CH2:32]2)=[N:22][CH:23]=[C:24]([CH3:26])[CH:25]=1)[CH3:19], predict the reactants needed to synthesize it. The reactants are: [CH3:1][C@@H:2]1[CH2:6][O:5][C:4](=[O:7])[N:3]1[C:8]1[CH:16]=[CH:15][C:11]([C:12]([OH:14])=O)=[CH:10][CH:9]=1.[ClH:17].[CH2:18]([C:20]1[C:21]([N:27]2[CH2:32][CH2:31][NH:30][CH2:29][CH2:28]2)=[N:22][CH:23]=[C:24]([CH3:26])[CH:25]=1)[CH3:19]. (5) The reactants are: [Si]([O:8][CH2:9][C:10]1[N:11](COCC[Si](C)(C)C)[CH:12]=[C:13]([C:15]([NH:17][C@@H:18]([CH3:34])[CH2:19][N:20]2[CH:24]=[CH:23][C:22]([C:25]3[CH:30]=[CH:29][C:28]([C:31]#[N:32])=[C:27]([Cl:33])[CH:26]=3)=[N:21]2)=[O:16])[N:14]=1)(C(C)(C)C)(C)C. Given the product [ClH:33].[Cl:33][C:27]1[CH:26]=[C:25]([C:22]2[CH:23]=[CH:24][N:20]([CH2:19][C@@H:18]([NH:17][C:15]([C:13]3[N:14]=[C:10]([CH2:9][OH:8])[NH:11][CH:12]=3)=[O:16])[CH3:34])[N:21]=2)[CH:30]=[CH:29][C:28]=1[C:31]#[N:32], predict the reactants needed to synthesize it. (6) Given the product [CH2:14]([O:13][C:8]1[CH:9]=[CH:10][CH:11]=[CH:12][CH:7]=1)[CH3:15], predict the reactants needed to synthesize it. The reactants are: C([Li])CCC.Br[C:7]1[CH:12]=[CH:11][CH:10]=[CH:9][C:8]=1[O:13][CH2:14][CH3:15].